This data is from Forward reaction prediction with 1.9M reactions from USPTO patents (1976-2016). The task is: Predict the product of the given reaction. (1) Given the reactants [CH3:1][C:2]([C:6]1[O:7][C:8]([C:11]2[CH:16]=[CH:15][CH:14]=[CH:13][CH:12]=2)=[CH:9][N:10]=1)([CH3:5])[CH2:3][NH2:4].[F:17][C:18]([F:34])([F:33])[C:19]1[O:23][N:22]=[C:21]([C:24]2[CH:25]=[C:26]([CH:30]=[CH:31][CH:32]=2)[C:27](O)=[O:28])[N:20]=1, predict the reaction product. The product is: [CH3:5][C:2]([C:6]1[O:7][C:8]([C:11]2[CH:16]=[CH:15][CH:14]=[CH:13][CH:12]=2)=[CH:9][N:10]=1)([CH3:1])[CH2:3][NH:4][C:27](=[O:28])[C:26]1[CH:30]=[CH:31][CH:32]=[C:24]([C:21]2[N:20]=[C:19]([C:18]([F:34])([F:33])[F:17])[O:23][N:22]=2)[CH:25]=1. (2) Given the reactants OC(C(F)(F)F)=O.[F:8][C:9]1[CH:14]=[CH:13][C:12]([CH2:15][C@H:16]([NH:33]C(=O)OC(C)(C)C)[C:17]([NH:19][C:20]2[N:24]([CH3:25])[N:23]=[C:22]([C:26]3[CH:31]=[CH:30][N:29]=[C:28]([CH3:32])[CH:27]=3)[CH:21]=2)=[O:18])=[CH:11][CH:10]=1.C(O)(C(F)(F)F)=O, predict the reaction product. The product is: [NH2:33][C@@H:16]([CH2:15][C:12]1[CH:11]=[CH:10][C:9]([F:8])=[CH:14][CH:13]=1)[C:17]([NH:19][C:20]1[N:24]([CH3:25])[N:23]=[C:22]([C:26]2[CH:31]=[CH:30][N:29]=[C:28]([CH3:32])[CH:27]=2)[CH:21]=1)=[O:18].